From a dataset of Full USPTO retrosynthesis dataset with 1.9M reactions from patents (1976-2016). Predict the reactants needed to synthesize the given product. (1) Given the product [C:1]([O:5][C:6]([N:8]1[CH2:12][CH2:11][C@:10]([C:13]([NH:53][C@H:52]([C:51]([N:50]([CH3:58])[C@@H:45]([C@@H:46]([CH3:49])[CH2:47][CH3:48])[C@H:44]([O:59][CH3:60])[CH2:43][C:42]([N:38]2[CH2:39][CH2:40][CH2:41][C@H:37]2[C@H:19]([O:18][CH3:17])[C@@H:20]([CH3:36])[C:21]([NH:23][C@H:24]([C:32]([O:34][CH3:35])=[O:33])[CH2:25][C:26]2[CH:27]=[CH:28][CH:29]=[CH:30][CH:31]=2)=[O:22])=[O:61])=[O:57])[CH:54]([CH3:55])[CH3:56])=[O:15])([F:16])[CH2:9]1)=[O:7])([CH3:2])([CH3:3])[CH3:4], predict the reactants needed to synthesize it. The reactants are: [C:1]([O:5][C:6]([N:8]1[CH2:12][CH2:11][C@@:10]([F:16])([C:13]([OH:15])=O)[CH2:9]1)=[O:7])([CH3:4])([CH3:3])[CH3:2].[CH3:17][O:18][C@@H:19]([C@@H:37]1[CH2:41][CH2:40][CH2:39][N:38]1[C:42](=[O:61])[CH2:43][C@@H:44]([O:59][CH3:60])[C@@H:45]([N:50]([CH3:58])[C:51](=[O:57])[C@H:52]([CH:54]([CH3:56])[CH3:55])[NH2:53])[C@@H:46]([CH3:49])[CH2:47][CH3:48])[C@@H:20]([CH3:36])[C:21]([NH:23][C@H:24]([C:32]([O:34][CH3:35])=[O:33])[CH2:25][C:26]1[CH:31]=[CH:30][CH:29]=[CH:28][CH:27]=1)=[O:22].C(N(C(C)C)CC)(C)C.CN(C(ON1N=NC2C=CC=NC1=2)=[N+](C)C)C.F[P-](F)(F)(F)(F)F. (2) Given the product [OH:8][N:26]=[CH:2][C:3]([NH:38][C:37]1[CH:39]=[CH:40][CH:41]=[C:35]([O:28][C:29]2[CH:30]=[CH:31][CH:32]=[CH:33][CH:34]=2)[CH:36]=1)=[O:5], predict the reactants needed to synthesize it. The reactants are: Cl[C:2](Cl)(Cl)[CH:3]([OH:5])O.[OH2:8].O.O.O.O.O.O.O.O.O.S([O-])([O-])(=O)=O.[Na+].[Na+].Cl.[NH2:26]O.[O:28]([C:35]1[CH:36]=[C:37]([CH:39]=[CH:40][CH:41]=1)[NH2:38])[C:29]1[CH:34]=[CH:33][CH:32]=[CH:31][CH:30]=1. (3) Given the product [CH2:15]([O:17][C:18]([C:20]1([CH2:35][O:14][C:11]2[CH:12]=[CH:13][C:8]([C:5]3[CH:4]=[CH:3][C:2]([F:1])=[CH:7][CH:6]=3)=[CH:9][CH:10]=2)[CH2:24][CH2:23][N:22]([C:25](=[O:34])[C:26]2[CH:27]=[CH:28][C:29]([O:32][CH3:33])=[CH:30][CH:31]=2)[CH2:21]1)=[O:19])[CH3:16], predict the reactants needed to synthesize it. The reactants are: [F:1][C:2]1[CH:7]=[CH:6][C:5]([C:8]2[CH:13]=[CH:12][C:11]([OH:14])=[CH:10][CH:9]=2)=[CH:4][CH:3]=1.[CH2:15]([O:17][C:18]([C:20]1([CH2:35]I)[CH2:24][CH2:23][N:22]([C:25](=[O:34])[C:26]2[CH:31]=[CH:30][C:29]([O:32][CH3:33])=[CH:28][CH:27]=2)[CH2:21]1)=[O:19])[CH3:16]. (4) Given the product [NH2:1][C:2]1[N:3]([CH2:18][CH3:19])[C:4]2[C:9]([C:10](=[O:16])[C:11]=1[C:12]([NH:14][CH3:15])=[O:13])=[CH:8][CH:7]=[C:6]([C:24]#[C:23][C:22]([O:21][CH3:20])([CH3:28])[CH2:25][O:26][CH3:27])[N:5]=2, predict the reactants needed to synthesize it. The reactants are: [NH2:1][C:2]1[N:3]([CH2:18][CH3:19])[C:4]2[C:9]([C:10](=[O:16])[C:11]=1[C:12]([NH:14][CH3:15])=[O:13])=[CH:8][CH:7]=[C:6](Cl)[N:5]=2.[CH3:20][O:21][C:22]([CH3:28])([CH2:25][O:26][CH3:27])[C:23]#[CH:24]. (5) Given the product [F:1][C:2]1[CH:10]=[C:9]([F:11])[C:8]([F:12])=[CH:7][C:3]=1[C:4]([Cl:15])=[O:5], predict the reactants needed to synthesize it. The reactants are: [F:1][C:2]1[CH:10]=[C:9]([F:11])[C:8]([F:12])=[CH:7][C:3]=1[C:4](O)=[O:5].S(Cl)([Cl:15])=O.